Task: Predict the reactants needed to synthesize the given product.. Dataset: Full USPTO retrosynthesis dataset with 1.9M reactions from patents (1976-2016) (1) Given the product [Cl:10][CH2:11][CH2:12][CH2:13][O:1][C:2]1[CH:3]=[N:4][CH:5]=[CH:6][CH:7]=1, predict the reactants needed to synthesize it. The reactants are: [OH:1][C:2]1[CH:3]=[N:4][CH:5]=[CH:6][CH:7]=1.[H-].[Na+].[Cl:10][CH2:11][CH2:12][CH2:13]I.O. (2) Given the product [CH2:27]([N:23]1[C:24]2[C:20](=[CH:19][C:18]([O:17][CH2:16][CH2:15][CH2:14][P:9](=[O:8])([OH:13])[OH:10])=[CH:26][CH:25]=2)[C:21]([CH2:35][C:36](=[O:38])[NH2:37])=[C:22]1[CH3:34])[C:28]1[CH:29]=[CH:30][CH:31]=[CH:32][CH:33]=1, predict the reactants needed to synthesize it. The reactants are: C[Si](I)(C)C.C([O:8][P:9]([CH2:14][CH2:15][CH2:16][O:17][C:18]1[CH:19]=[C:20]2[C:24](=[CH:25][CH:26]=1)[N:23]([CH2:27][C:28]1[CH:33]=[CH:32][CH:31]=[CH:30][CH:29]=1)[C:22]([CH3:34])=[C:21]2[CH2:35][C:36](=[O:38])[NH2:37])(=[O:13])[O:10]CC)C.CO.O. (3) Given the product [Cl:13][CH2:14][CH2:15][CH2:16][CH2:17][N:3]1[C:4]2[CH:10]=[CH:9][CH:8]=[CH:7][C:5]=2[N:6]=[C:2]1[CH3:1], predict the reactants needed to synthesize it. The reactants are: [CH3:1][C:2]1[NH:6][C:5]2[CH:7]=[CH:8][CH:9]=[CH:10][C:4]=2[N:3]=1.[OH-].[Na+].[Cl:13][CH2:14][CH2:15][CH2:16][CH2:17]Br. (4) The reactants are: [Cl:1][C:2]1[CH:3]=[C:4]([NH:9][C:10]2[C:19]3[C:14](=[CH:15][CH:16]=[C:17]([NH:20][CH2:21][C:22](O)=[O:23])[CH:18]=3)[N:13]=[CH:12][C:11]=2[C:25]#[N:26])[CH:5]=[CH:6][C:7]=1[F:8].[Cl-].[NH4+].F[P-](F)(F)(F)(F)F.[N:36]1(O[P+](N(C)C)(N(C)C)N(C)C)C2C=CC=CC=2N=N1.C(N(C(C)C)CC)(C)C. Given the product [Cl:1][C:2]1[CH:3]=[C:4]([NH:9][C:10]2[C:19]3[C:14](=[CH:15][CH:16]=[C:17]([NH:20][CH2:21][C:22]([NH2:36])=[O:23])[CH:18]=3)[N:13]=[CH:12][C:11]=2[C:25]#[N:26])[CH:5]=[CH:6][C:7]=1[F:8], predict the reactants needed to synthesize it. (5) Given the product [CH:24]([NH:23][C:18]1[C:17]([CH2:28][CH3:29])=[CH:16][C:15]([CH2:14][C:9]2[CH:8]=[C:7]([CH2:30][CH3:31])[C:6]([NH:5][CH:1]([CH2:3][CH3:4])[CH3:2])=[C:11]([CH2:12][CH3:13])[CH:10]=2)=[CH:20][C:19]=1[CH2:21][CH3:22])([CH2:26][CH3:27])[CH3:25], predict the reactants needed to synthesize it. The reactants are: [C:1](=[N:5][C:6]1[C:11]([CH2:12][CH3:13])=[CH:10][C:9]([CH2:14][C:15]2[CH:20]=[C:19]([CH2:21][CH3:22])[C:18]([N:23]=[C:24]([CH2:26][CH3:27])[CH3:25])=[C:17]([CH2:28][CH3:29])[CH:16]=2)=[CH:8][C:7]=1[CH2:30][CH3:31])([CH2:3][CH3:4])[CH3:2]. (6) The reactants are: [N:1]1([CH2:6][C:7]2[CH:12]=[CH:11][C:10](/[CH:13]=[CH:14]/[C:15]([OH:17])=O)=[CH:9][CH:8]=2)[CH2:5][CH2:4][CH2:3][CH2:2]1.[CH3:18][O:19][C:20]1[CH:25]=[CH:24][C:23]([C:26]2[CH:31]=[CH:30][C:29]([NH2:32])=[CH:28][CH:27]=2)=[CH:22][CH:21]=1.ClCCl.CO.N. Given the product [CH3:18][O:19][C:20]1[CH:21]=[CH:22][C:23]([C:26]2[CH:31]=[CH:30][C:29]([NH:32][C:15](=[O:17])/[CH:14]=[CH:13]/[C:10]3[CH:9]=[CH:8][C:7]([CH2:6][N:1]4[CH2:2][CH2:3][CH2:4][CH2:5]4)=[CH:12][CH:11]=3)=[CH:28][CH:27]=2)=[CH:24][CH:25]=1, predict the reactants needed to synthesize it. (7) Given the product [Cl:1][C:2]1[CH:7]=[CH:6][C:5]([NH:8][C:9](=[O:10])[C:11]2[CH:19]=[CH:18][C:14]([C:15]([NH:29][CH:26]([CH3:28])[CH3:27])=[O:17])=[CH:13][CH:12]=2)=[CH:4][C:3]=1[C:20]1[CH:25]=[CH:24][CH:23]=[CH:22][N:21]=1, predict the reactants needed to synthesize it. The reactants are: [Cl:1][C:2]1[CH:7]=[CH:6][C:5]([NH:8][C:9]([C:11]2[CH:19]=[CH:18][C:14]([C:15]([OH:17])=O)=[CH:13][CH:12]=2)=[O:10])=[CH:4][C:3]=1[C:20]1[CH:25]=[CH:24][CH:23]=[CH:22][N:21]=1.[CH:26]([NH2:29])([CH3:28])[CH3:27]. (8) Given the product [N:1]1([C:7]2[O:11][C:10]([C:12]([OH:14])=[O:13])=[N:9][N:8]=2)[CH2:6][CH2:5][CH2:4][CH2:3][CH2:2]1, predict the reactants needed to synthesize it. The reactants are: [N:1]1([C:7]2[O:11][C:10]([C:12]([O:14]CC)=[O:13])=[N:9][N:8]=2)[CH2:6][CH2:5][CH2:4][CH2:3][CH2:2]1.[OH-].[Li+].O.Cl. (9) Given the product [F:21][CH:22]([F:32])[O:23][C:24]1[CH:31]=[CH:30][C:27]([CH2:28][N:1]2[CH:2]([C:11]3[C:16]([F:17])=[CH:15][CH:14]=[CH:13][C:12]=3[O:18][CH2:19][CH3:20])[CH2:3][CH:4]([CH3:10])[C:5]2=[O:7])=[CH:26][CH:25]=1, predict the reactants needed to synthesize it. The reactants are: [NH2:1][CH:2]([C:11]1[C:16]([F:17])=[CH:15][CH:14]=[CH:13][C:12]=1[O:18][CH2:19][CH3:20])[CH2:3][CH:4]([CH3:10])[C:5]([O:7]CC)=O.[F:21][CH:22]([F:32])[O:23][C:24]1[CH:31]=[CH:30][C:27]([CH:28]=O)=[CH:26][CH:25]=1. (10) Given the product [Br:1][C:2]1[C:10]2[O:9][CH2:8][CH2:7][C:6]=2[CH:5]=[C:4]([S:18]([C:15]2[CH:16]=[CH:17][C:12]([CH3:22])=[CH:13][CH:14]=2)(=[O:20])=[O:19])[CH:3]=1, predict the reactants needed to synthesize it. The reactants are: [Br:1][C:2]1[C:10]2[O:9][CH2:8][CH2:7][C:6]=2[CH:5]=[CH:4][CH:3]=1.O.[C:12]1([CH3:22])[CH:17]=[CH:16][C:15]([S:18](O)(=[O:20])=[O:19])=[CH:14][CH:13]=1.CS(OCCCCOS(C)(=O)=O)(=O)=O.O=P12OP3(OP(OP(O3)(O1)=O)(=O)O2)=O.